This data is from Forward reaction prediction with 1.9M reactions from USPTO patents (1976-2016). The task is: Predict the product of the given reaction. (1) Given the reactants [O-:1][C:2]#[N:3].[Na+].NCCCC[C:10]1[C:11](=[N:29][C:30]2[C:35]([CH3:36])=[CH:34][C:33]([CH3:37])=[CH:32][C:31]=2[CH3:38])[NH:12][C:13](=[O:28])[N:14]2[CH2:23][CH2:22][C:21]3[C:16](=[CH:17][C:18]([O:26][CH3:27])=[C:19]([O:24][CH3:25])[CH:20]=3)[C:15]=12, predict the reaction product. The product is: [C:2]([NH:12][CH2:11][CH2:10][CH2:15][CH2:16][N:12]1[C:11](=[N:29][C:30]2[C:31]([CH3:38])=[CH:32][C:33]([CH3:37])=[CH:34][C:35]=2[CH3:36])[CH:10]=[C:15]2[C:16]3[C:21]([CH2:22][CH2:23][N:14]2[C:13]1=[O:28])=[CH:20][C:19]([O:24][CH3:25])=[C:18]([O:26][CH3:27])[CH:17]=3)(=[O:1])[NH2:3]. (2) Given the reactants [F:1][C:2]1[N:7]=[C:6]([NH2:8])[CH:5]=[C:4]([CH2:9][S:10][CH3:11])[CH:3]=1.Cl[C:13]1[CH:18]=[C:17]([C:19]2[CH:24]=[CH:23][C:22]([F:25])=[CH:21][C:20]=2[O:26][CH3:27])[C:16]([F:28])=[CH:15][N:14]=1.C1(P(C2CCCCC2)C2C=CC=CC=2C2C(C(C)C)=CC(C(C)C)=CC=2C(C)C)CCCCC1.P([O-])([O-])([O-])=O.[K+].[K+].[K+], predict the reaction product. The product is: [F:28][C:16]1[C:17]([C:19]2[CH:24]=[CH:23][C:22]([F:25])=[CH:21][C:20]=2[O:26][CH3:27])=[CH:18][C:13]([NH:8][C:6]2[CH:5]=[C:4]([CH2:9][S:10][CH3:11])[CH:3]=[C:2]([F:1])[N:7]=2)=[N:14][CH:15]=1.